Dataset: Peptide-MHC class II binding affinity with 134,281 pairs from IEDB. Task: Regression. Given a peptide amino acid sequence and an MHC pseudo amino acid sequence, predict their binding affinity value. This is MHC class II binding data. (1) The peptide sequence is VALTLTSYLGLTQPF. The MHC is DRB5_0101 with pseudo-sequence DRB5_0101. The binding affinity (normalized) is 0. (2) The peptide sequence is SVRFSWLSLLVPFVQWF. The MHC is DRB1_1302 with pseudo-sequence DRB1_1302. The binding affinity (normalized) is 0.885.